Dataset: Reaction yield outcomes from USPTO patents with 853,638 reactions. Task: Predict the reaction yield, written as a fraction of the theoretical maximum amount of product (1.0 means a 100% yield; for example, 0.34 means a 34% yield). (1) The catalyst is CN1C(=O)CCC1. The yield is 0.350. The reactants are [NH2:1][C@@H:2]([C:11]1[CH:16]=[CH:15][C:14]([F:17])=[C:13]([F:18])[CH:12]=1)[CH2:3][C:4]([O:6][C:7]([CH3:10])([CH3:9])[CH3:8])=[O:5].CN(C1C2C(N(C)C)=CC=CC=2C=CC=1)C.Cl[C:36]1[NH:41][C:40](=[O:42])[N:39]([CH:43]([CH3:45])[CH3:44])[C:38](=[O:46])[CH:37]=1. The product is [F:18][C:13]1[CH:12]=[C:11]([C@H:2]([NH:1][C:36]2[NH:41][C:40](=[O:42])[N:39]([CH:43]([CH3:44])[CH3:45])[C:38](=[O:46])[CH:37]=2)[CH2:3][C:4]([O:6][C:7]([CH3:10])([CH3:9])[CH3:8])=[O:5])[CH:16]=[CH:15][C:14]=1[F:17]. (2) The reactants are [CH:1]1([C:6]2([CH2:14][CH2:15][C:16]3[CH:21]=[CH:20][C:19]([C:22]([CH3:26])([CH3:25])[C:23]#[N:24])=[C:18]([F:27])[CH:17]=3)[CH2:11][C:10](=[O:12])[CH2:9][C:8](=[O:13])[O:7]2)[CH2:5][CH2:4][CH2:3][CH2:2]1.[CH2:28]1CCN2C(=NCCC2)CC1. No catalyst specified. The product is [CH:1]1([C:6]2([CH2:14][CH2:15][C:16]3[CH:21]=[CH:20][C:19]([C:22]([CH3:25])([CH3:26])[C:23]#[N:24])=[C:18]([F:27])[CH:17]=3)[CH2:11][C:10]([O:12][CH3:28])=[CH:9][C:8](=[O:13])[O:7]2)[CH2:5][CH2:4][CH2:3][CH2:2]1. The yield is 0.410. (3) The reactants are Cl.[NH2:2][C:3]1[N:4]=[C:5]2[CH:10]=[CH:9][C:8]([O:11][C:12]3[CH:13]=[CH:14][C:15]([CH3:28])=[C:16]([NH:18][C:19]([C:21]4[N:25]([CH3:26])[N:24]=[C:23]([CH3:27])[CH:22]=4)=[O:20])[CH:17]=3)=[N:7][N:6]2[CH:29]=1.[CH2:30]([N:32]=[C:33]=[O:34])[CH3:31].C(OCC)(=O)C.O1CCCC1.O. The catalyst is N1C=CC=CC=1. The product is [CH2:30]([NH:32][C:33]([NH:2][C:3]1[N:4]=[C:5]2[CH:10]=[CH:9][C:8]([O:11][C:12]3[CH:13]=[CH:14][C:15]([CH3:28])=[C:16]([NH:18][C:19]([C:21]4[N:25]([CH3:26])[N:24]=[C:23]([CH3:27])[CH:22]=4)=[O:20])[CH:17]=3)=[N:7][N:6]2[CH:29]=1)=[O:34])[CH3:31]. The yield is 0.720. (4) The product is [Br:1][C:2]1[CH:11]=[C:10]2[C:5]([CH:6]=[CH:7][N:8]=[C:9]2[O:12][C@H:13]2[CH2:17][N:16]([C:18]([O:20][C:21]([CH3:23])([CH3:24])[CH3:22])=[O:19])[C@H:15]([C:25]([O:27][CH3:31])=[O:26])[CH2:14]2)=[CH:4][C:3]=1[O:28][CH3:29]. The yield is 0.790. The catalyst is CO. The reactants are [Br:1][C:2]1[CH:11]=[C:10]2[C:5]([CH:6]=[CH:7][N:8]=[C:9]2[O:12][C@H:13]2[CH2:17][N:16]([C:18]([O:20][C:21]([CH3:24])([CH3:23])[CH3:22])=[O:19])[C@H:15]([C:25]([OH:27])=[O:26])[CH2:14]2)=[CH:4][C:3]=1[O:28][CH3:29].[Si](C=[N+]=[N-])(C)(C)[CH3:31].